From a dataset of hERG Central: cardiac toxicity at 1µM, 10µM, and general inhibition. Predict hERG channel inhibition at various concentrations. (1) The compound is O=C(C1CCCN(S(=O)(=O)c2ccc(Cl)cc2)C1)N(Cc1cccs1)C1CC1. Results: hERG_inhib (hERG inhibition (general)): blocker. (2) The drug is Cc1cc(Br)ccc1OCCCCN1CCC(C)CC1.O=C(O)C(=O)O. Results: hERG_inhib (hERG inhibition (general)): blocker. (3) The compound is O=C(CCN1CCN(C/C=C/c2ccccc2)CC1)Nc1cccc(F)c1. Results: hERG_inhib (hERG inhibition (general)): blocker.